This data is from Forward reaction prediction with 1.9M reactions from USPTO patents (1976-2016). The task is: Predict the product of the given reaction. (1) The product is: [CH3:12][O:1][C:2]1[CH:11]=[CH:10][CH:9]=[C:8]2[C:3]=1[CH:4]=[CH:5][N:6]=[CH:7]2. Given the reactants [OH:1][C:2]1[CH:11]=[CH:10][CH:9]=[C:8]2[C:3]=1[CH:4]=[CH:5][N:6]=[CH:7]2.[CH3:12][O-].[Na+], predict the reaction product. (2) Given the reactants [CH3:1][N:2]1[C:11]2[C:6](=[CH:7][CH:8]=[CH:9][CH:10]=2)[CH:5]=[C:4]([CH2:12][N:13]([C:22]2([CH3:27])[CH2:26][CH2:25][NH:24][CH2:23]2)[C:14]([CH:16]2[CH2:21][CH2:20][CH2:19][CH2:18][CH2:17]2)=[O:15])[C:3]1=[O:28].[CH:29]1([CH:33]=O)[CH2:32][CH2:31][CH2:30]1.C(O)(=O)C.C(O[BH-](OC(=O)C)OC(=O)C)(=O)C.[Na+], predict the reaction product. The product is: [CH:29]1([CH2:33][N:24]2[CH2:25][CH2:26][C:22]([N:13]([CH2:12][C:4]3[C:3](=[O:28])[N:2]([CH3:1])[C:11]4[C:6]([CH:5]=3)=[CH:7][CH:8]=[CH:9][CH:10]=4)[C:14]([CH:16]3[CH2:21][CH2:20][CH2:19][CH2:18][CH2:17]3)=[O:15])([CH3:27])[CH2:23]2)[CH2:32][CH2:31][CH2:30]1. (3) Given the reactants [CH2:1]([N:3]1[CH2:8][CH2:7][N:6]([C:9]2[CH:18]=[C:17]([CH3:19])[C:16]3[C:11](=[CH:12][CH:13]=[C:14]([N+:20]([O-])=O)[CH:15]=3)[N:10]=2)[CH2:5][CH2:4]1)[CH3:2].[H][H], predict the reaction product. The product is: [CH2:1]([N:3]1[CH2:4][CH2:5][N:6]([C:9]2[CH:18]=[C:17]([CH3:19])[C:16]3[C:11](=[CH:12][CH:13]=[C:14]([NH2:20])[CH:15]=3)[N:10]=2)[CH2:7][CH2:8]1)[CH3:2]. (4) Given the reactants N1C=C[CH:3]=N1.C(OC(C1C(C)=C(N)N([C:18]2[CH:23]=[CH:22][CH:21]=[CH:20][CH:19]=2)N=1)=O)C.C(O[C:27](=O)[C:28](=O)[CH:29]([C:31]#[N:32])C)C.N[C:36]1[N:40]([C:41](OC(C)(C)C)=O)N=[C:38]([C:48](OC)=O)[CH:37]=1.O=[C:53]1NC2C=CC=CC=2C(C2C=CC=CC=2)=N[CH:54]1[NH:70][C:71]([C:73]1[C:77]([CH3:78])=[C:76]([NH:79][C:80](=[O:88])[C:81]2[CH:86]=[CH:85][CH:84]=[CH:83][C:82]=2[Cl:87])[N:75](C2C=CC=CN=2)[N:74]=1)=[O:72], predict the reaction product. The product is: [N:40]1([C:28]2[CH:27]=[CH:3][N:32]=[CH:31][CH:29]=2)[CH2:36][CH2:37][CH:38]([CH2:53][CH2:54][NH:70][C:71]([C:73]2[C:77]([CH3:78])=[C:76]([NH:79][C:80](=[O:88])[C:81]3[CH:86]=[CH:85][CH:84]=[CH:83][C:82]=3[Cl:87])[N:75]([C:18]3[CH:19]=[CH:20][CH:21]=[CH:22][CH:23]=3)[N:74]=2)=[O:72])[CH2:48][CH2:41]1. (5) Given the reactants [NH2:1][C:2]1[CH:18]=[C:17]([CH3:19])[CH:16]=[CH:15][C:3]=1[C:4]([NH:6][CH:7]1[CH2:12][CH2:11][C:10](=[O:13])[NH:9][C:8]1=[O:14])=[O:5].[C:20]1(C)C=CC(S(O)(=O)=O)=CC=1, predict the reaction product. The product is: [CH3:19][C:17]1[CH:18]=[C:2]2[C:3]([C:4](=[O:5])[N:6]([CH:7]3[CH2:12][CH2:11][C:10](=[O:13])[NH:9][C:8]3=[O:14])[CH:20]=[N:1]2)=[CH:15][CH:16]=1. (6) Given the reactants [NH2:1][C:2]1[C:10]([Cl:11])=[CH:9][C:5]([C:6]([NH2:8])=[O:7])=[C:4]([O:12][CH3:13])[C:3]=1CC1CCNCC1.Cl.Cl[CH2:23][CH2:24][CH2:25][N:26]1[CH:30]=[N:29][CH:28]=[N:27]1.C(=O)([O-])[O-].[K+].[K+].[I-].[K+].[CH3:39][N:40]([CH3:43])C=O, predict the reaction product. The product is: [N:26]1([CH2:25][CH2:24][CH2:23][N:40]2[CH2:43][CH2:6][CH:5]([CH2:9][NH:8][C:6](=[O:7])[C:5]3[CH:9]=[C:10]([Cl:11])[C:2]([NH2:1])=[CH:3][C:4]=3[O:12][CH3:13])[CH2:4][CH2:39]2)[CH:30]=[N:29][CH:28]=[N:27]1. (7) Given the reactants [N+:1]([C:4]1[CH:5]=[C:6]2[C:11](=[CH:12][CH:13]=1)[CH2:10][N:9]([CH2:14][CH2:15][C:16]1[CH:21]=[CH:20][CH:19]=[CH:18][CH:17]=1)[CH2:8][CH2:7]2)([O-])=O.[H][H], predict the reaction product. The product is: [C:16]1([CH2:15][CH2:14][N:9]2[CH2:8][CH2:7][C:6]3[C:11](=[CH:12][CH:13]=[C:4]([NH2:1])[CH:5]=3)[CH2:10]2)[CH:17]=[CH:18][CH:19]=[CH:20][CH:21]=1. (8) Given the reactants C(OC([O:8][NH:9][C:10]([C:12]1[CH:13]=[N:14][C:15]([N:18]2[CH2:23][CH:22]3[CH:20]([CH:21]3[N:24]3[CH2:29][CH2:28][O:27][CH2:26][CH2:25]3)[CH2:19]2)=[N:16][CH:17]=1)=[O:11])C)C(C)C.Cl.O1CCOCC1, predict the reaction product. The product is: [OH:8][NH:9][C:10]([C:12]1[CH:13]=[N:14][C:15]([N:18]2[CH2:23][CH:22]3[CH:20]([CH:21]3[N:24]3[CH2:25][CH2:26][O:27][CH2:28][CH2:29]3)[CH2:19]2)=[N:16][CH:17]=1)=[O:11]. (9) Given the reactants [O:1]=[C:2]1[N:8]([CH:9]2[CH2:14][CH2:13][N:12]([C:15]([O:17][C@@H:18]([C:30]([OH:32])=O)[CH2:19][C:20]3[CH:25]=[C:24]([CH3:26])[C:23]([O:27][CH3:28])=[C:22]([CH3:29])[CH:21]=3)=[O:16])[CH2:11][CH2:10]2)[CH2:7][CH2:6][C:5]2[CH:33]=[CH:34][CH:35]=[CH:36][C:4]=2[NH:3]1.CN(C(ON1N=NC2C=CC=CC1=2)=[N+](C)C)C.[B-](F)(F)(F)F.C(N(CC)CC)C.[O:66]1[CH2:71][CH2:70][CH:69]([N:72]2[CH2:77][CH2:76][NH:75][CH2:74][CH2:73]2)[CH2:68][CH2:67]1, predict the reaction product. The product is: [O:1]=[C:2]1[N:8]([CH:9]2[CH2:14][CH2:13][N:12]([C:15]([O:17][C@H:18]([CH2:19][C:20]3[CH:21]=[C:22]([CH3:29])[C:23]([O:27][CH3:28])=[C:24]([CH3:26])[CH:25]=3)[C:30](=[O:32])[N:75]3[CH2:74][CH2:73][N:72]([CH:69]4[CH2:70][CH2:71][O:66][CH2:67][CH2:68]4)[CH2:77][CH2:76]3)=[O:16])[CH2:11][CH2:10]2)[CH2:7][CH2:6][C:5]2[CH:33]=[CH:34][CH:35]=[CH:36][C:4]=2[NH:3]1.